This data is from hERG potassium channel inhibition data for cardiac toxicity prediction from Karim et al.. The task is: Regression/Classification. Given a drug SMILES string, predict its toxicity properties. Task type varies by dataset: regression for continuous values (e.g., LD50, hERG inhibition percentage) or binary classification for toxic/non-toxic outcomes (e.g., AMES mutagenicity, cardiotoxicity, hepatotoxicity). Dataset: herg_karim. (1) The drug is O=C1NCc2ccc(OCCCN3CCN(c4cccc5cc(F)c(F)cc45)CC3)cc21. The result is 1 (blocker). (2) The compound is C=C1C(=O)[C@@]23C(CC[C@@H]1[C@H]2O)[C@@]12CO[C@]3(O)[C@@H](O)[C@@H]1C(C)(C)CC[C@@H]2O. The result is 0 (non-blocker). (3) The drug is Cc1ccc2c(-c3nnc(SCCCN4CCc5cc6nc(N7CCCCC7)oc6cc5CC4)n3C)cccc2n1. The result is 1 (blocker).